From a dataset of Forward reaction prediction with 1.9M reactions from USPTO patents (1976-2016). Predict the product of the given reaction. (1) Given the reactants [CH3:1][C:2]1[O:3][C:4]2[C:9]([C:10](=[O:12])[CH:11]=1)=[CH:8][CH:7]=[CH:6][C:5]=2/[CH:13]=C/C.[O:16]=[O+][O-].CSC, predict the reaction product. The product is: [CH3:1][C:2]1[O:3][C:4]2[C:9]([C:10](=[O:12])[CH:11]=1)=[CH:8][CH:7]=[CH:6][C:5]=2[CH:13]=[O:16]. (2) Given the reactants [C:1]([OH:6])(=[O:5])[C:2]([CH3:4])=[CH2:3].C(N(CC)CC)C.[CH2:14]([O:16][CH2:17]Cl)[CH3:15], predict the reaction product. The product is: [C:1]([O:6][CH2:17][O:16][CH2:14][CH3:15])(=[O:5])[C:2]([CH3:4])=[CH2:3]. (3) Given the reactants [C:1]([N:4]1[C:13]2[C:8](=[CH:9][C:10]([C:14]3[CH:19]=[CH:18][C:17]([CH2:20][C:21]([NH:23][CH2:24][CH2:25][NH:26]C(OC(C)(C)C)=O)=[O:22])=[CH:16][CH:15]=3)=[CH:11][CH:12]=2)[C@H:7]([NH:34][C:35](=[O:40])[O:36][CH:37]([CH3:39])[CH3:38])[CH2:6][C@@H:5]1[CH3:41])(=[O:3])[CH3:2].[ClH:42], predict the reaction product. The product is: [ClH:42].[C:1]([N:4]1[C:13]2[C:8](=[CH:9][C:10]([C:14]3[CH:15]=[CH:16][C:17]([CH2:20][C:21]([NH:23][CH2:24][CH2:25][NH2:26])=[O:22])=[CH:18][CH:19]=3)=[CH:11][CH:12]=2)[C@H:7]([NH:34][C:35](=[O:40])[O:36][CH:37]([CH3:38])[CH3:39])[CH2:6][C@@H:5]1[CH3:41])(=[O:3])[CH3:2].